This data is from Reaction yield outcomes from USPTO patents with 853,638 reactions. The task is: Predict the reaction yield, written as a fraction of the theoretical maximum amount of product (1.0 means a 100% yield; for example, 0.34 means a 34% yield). (1) The reactants are [CH2:1]([O:8][C:9]1[CH:14]=[CH:13][C:12](Br)=[CH:11][CH:10]=1)[C:2]1[CH:7]=[CH:6][CH:5]=[CH:4][CH:3]=1.C([Li])CCC.CON(C)[C:24](=[O:37])[C:25]1[CH:30]=[CH:29][CH:28]=[C:27]([O:31][CH3:32])[C:26]=1[O:33][CH2:34][O:35][CH3:36]. The catalyst is O1CCCC1. The product is [CH2:1]([O:8][C:9]1[CH:14]=[CH:13][C:12]([C:24]([C:25]2[CH:30]=[CH:29][CH:28]=[C:27]([O:31][CH3:32])[C:26]=2[O:33][CH2:34][O:35][CH3:36])=[O:37])=[CH:11][CH:10]=1)[C:2]1[CH:7]=[CH:6][CH:5]=[CH:4][CH:3]=1. The yield is 0.470. (2) The reactants are C(OC([NH:8][C@H:9]([C:18](=[O:25])[O:19][CH2:20][C:21]([Cl:24])([Cl:23])[Cl:22])[CH2:10][C:11]([O:13][C:14]([CH3:17])(C)C)=[O:12])=O)(C)(C)C.[CH:26](N(C(C)C)CC)(C)C.Cl[C:36]([O:38][CH2:39][CH:40]=[CH2:41])=[O:37].[Cl-].[NH4+]. The catalyst is FC(F)(F)C(O)=O.C1(C)C=CC=CC=1. The product is [CH2:39]([O:38][C:36]([NH:8][C@H:9]([C:18](=[O:25])[O:19][CH2:20][C:21]([Cl:22])([Cl:23])[Cl:24])[CH2:10][C:11]([O:13][CH2:14][CH:17]=[CH2:26])=[O:12])=[O:37])[CH:40]=[CH2:41]. The yield is 0.670. (3) The yield is 1.00. The reactants are [Cl:1][C:2]1[CH:3]=[C:4]([CH:19]=[C:20]([Cl:22])[CH:21]=1)[CH2:5][N:6]1[CH2:11][CH2:10][N:9](C(OC(C)(C)C)=O)[CH2:8][CH2:7]1.[ClH:23]. The product is [ClH:1].[ClH:23].[Cl:22][C:20]1[CH:19]=[C:4]([CH:3]=[C:2]([Cl:1])[CH:21]=1)[CH2:5][N:6]1[CH2:11][CH2:10][NH:9][CH2:8][CH2:7]1. The catalyst is O1CCOCC1. (4) The reactants are [NH2:1][C:2]1[CH:7]=[CH:6][C:5]([N+:8]([O-])=O)=[CH:4][C:3]=1[S:11]([NH2:14])(=[O:13])=[O:12].[CH3:15][S:16]([OH:19])(=[O:18])=[O:17]. The catalyst is [Pd].C(O)C.O. The product is [CH3:15][S:16]([OH:19])(=[O:18])=[O:17].[NH2:1][C:2]1[CH:7]=[CH:6][C:5]([NH2:8])=[CH:4][C:3]=1[S:11]([NH2:14])(=[O:12])=[O:13]. The yield is 0.938. (5) The product is [CH:9]([C:8]1[CH:7]=[C:13]([F:12])[CH:20]=[CH:17][C:16]=1[N+:21]([O-:23])=[O:22])=[CH2:10]. The reactants are [CH3:7][CH2:8][CH2:9][CH2:10]CC.[CH2:7]([Li])[CH2:8][CH2:9][CH3:10].[F:12][C:13]1C=C[C:16]([N+:21]([O-:23])=[O:22])=[C:17]([CH:20]=1)C=O.C(O)(=O)CC(CC(O)=O)(C(O)=O)O.C(OCC)(=O)C. The catalyst is [Br-].C[P+](C1C=CC=CC=1)(C1C=CC=CC=1)C1C=CC=CC=1.O1CCCC1.CCCCCC. The yield is 0.750.